This data is from Full USPTO retrosynthesis dataset with 1.9M reactions from patents (1976-2016). The task is: Predict the reactants needed to synthesize the given product. (1) Given the product [CH:8]([C:7]1[CH:10]=[CH:11][CH:12]=[CH:13][C:6]=1[S:2]([Cl:16])(=[O:4])=[O:3])=[O:9], predict the reactants needed to synthesize it. The reactants are: [Na].[S:2]([C:6]1[CH:13]=[CH:12][CH:11]=[CH:10][C:7]=1[CH:8]=[O:9])(O)(=[O:4])=[O:3].S(Cl)([Cl:16])=O. (2) The reactants are: [Br:1][C:2]1[CH:3]=[C:4]2[C:9](=[CH:10][CH:11]=1)[N:8]=[CH:7][C:6]([C:12]([CH:14]1[CH2:16][CH2:15]1)=[O:13])=[C:5]2Cl.[NH2:18][C:19]1[CH:20]=[CH:21][C:22]([N:25]2[CH2:30][CH2:29][CH:28]([NH:31][C:32](=[O:38])[O:33][C:34]([CH3:37])([CH3:36])[CH3:35])[CH2:27][CH2:26]2)=[N:23][CH:24]=1. Given the product [Br:1][C:2]1[CH:3]=[C:4]2[C:9](=[CH:10][CH:11]=1)[N:8]=[CH:7][C:6]([C:12]([CH:14]1[CH2:16][CH2:15]1)=[O:13])=[C:5]2[NH:18][C:19]1[CH:20]=[CH:21][C:22]([N:25]2[CH2:30][CH2:29][CH:28]([NH:31][C:32](=[O:38])[O:33][C:34]([CH3:36])([CH3:35])[CH3:37])[CH2:27][CH2:26]2)=[N:23][CH:24]=1, predict the reactants needed to synthesize it. (3) Given the product [I:10][C:9]1[C:5]2[CH:4]=[N:3][CH:2]=[N:1][C:6]=2[NH:7][CH:8]=1, predict the reactants needed to synthesize it. The reactants are: [N:1]1[C:6]2[NH:7][CH:8]=[CH:9][C:5]=2[CH:4]=[N:3][CH:2]=1.[I:10]N1C(=O)CCC1=O. (4) Given the product [CH3:25][O:24][C:3]1[CH:4]=[C:5]2[C:10](=[CH:11][C:2]=1[O:1][CH2:33][CH2:34][CH2:35][CH2:36][OH:37])[N:9]=[CH:8][CH:7]=[C:6]2[O:12][C:13]1[C:14]([CH3:23])=[N:15][C:16]2[C:21]([CH:22]=1)=[CH:20][CH:19]=[CH:18][N:17]=2, predict the reactants needed to synthesize it. The reactants are: [OH:1][C:2]1[CH:11]=[C:10]2[C:5]([C:6]([O:12][C:13]3[C:14]([CH3:23])=[N:15][C:16]4[C:21]([CH:22]=3)=[CH:20][CH:19]=[CH:18][N:17]=4)=[CH:7][CH:8]=[N:9]2)=[CH:4][C:3]=1[O:24][CH3:25].C(=O)([O-])[O-].[K+].[K+].Br[CH2:33][CH2:34][CH2:35][CH2:36][OH:37]. (5) Given the product [F:3][C:4]1[CH:5]=[N:6][N:7]([CH2:10][C:11]#[N:12])[CH:8]=1, predict the reactants needed to synthesize it. The reactants are: [H-].[Na+].[F:3][C:4]1[CH:5]=[N:6][NH:7][CH:8]=1.Br[CH2:10][C:11]#[N:12].[Cl-].[NH4+]. (6) Given the product [Cl:22][C:19]1[CH:20]=[CH:21][C:16]([C:8]2[C:7]([CH2:6][O:5][C:30]3[C:29]([F:32])=[CH:28][C:27]([CH2:33][CH2:34][C:35]([OH:37])=[O:36])=[CH:26][C:25]=3[F:24])=[C:11]([C:12]([F:15])([F:14])[F:13])[S:10][N:9]=2)=[C:17]([F:23])[CH:18]=1, predict the reactants needed to synthesize it. The reactants are: CS([O:5][CH2:6][C:7]1[C:8]([C:16]2[CH:21]=[CH:20][C:19]([Cl:22])=[CH:18][C:17]=2[F:23])=[N:9][S:10][C:11]=1[C:12]([F:15])([F:14])[F:13])(=O)=O.[F:24][C:25]1[CH:26]=[C:27]([CH2:33][CH2:34][C:35]([O:37]CC)=[O:36])[CH:28]=[C:29]([F:32])[C:30]=1O. (7) Given the product [CH3:11][C:8]([O:12][C:13]([NH:15][C@@H:16]1[CH2:20][CH2:19][N:18]([CH2:2][B-:3]([F:6])([F:5])[F:4])[CH2:17]1)=[O:14])([CH3:9])[CH3:10].[K+:7], predict the reactants needed to synthesize it. The reactants are: Br[CH2:2][B-:3]([F:6])([F:5])[F:4].[K+:7].[C:8]([O:12][C:13]([NH:15][C@@H:16]1[CH2:20][CH2:19][NH:18][CH2:17]1)=[O:14])([CH3:11])([CH3:10])[CH3:9].CC(C)=O.C(=O)([O-])[O-].[K+].[K+].